Predict which catalyst facilitates the given reaction. From a dataset of Catalyst prediction with 721,799 reactions and 888 catalyst types from USPTO. (1) Reactant: [O:1]1[C:6]2[CH:7]=[CH:8][CH:9]=[CH:10][C:5]=2[O:4][CH2:3][C@@H:2]1[C:11]([N:13]1[CH2:18][CH2:17][CH2:16][C@@H:15]([C:19]2[CH:24]=[CH:23][CH:22]=[C:21]([C:25]([F:28])([F:27])[F:26])[CH:20]=2)[CH2:14]1)=O. Product: [O:1]1[C:6]2[CH:7]=[CH:8][CH:9]=[CH:10][C:5]=2[O:4][CH2:3][C@@H:2]1[CH2:11][N:13]1[CH2:18][CH2:17][CH2:16][C@@H:15]([C:19]2[CH:24]=[CH:23][CH:22]=[C:21]([C:25]([F:27])([F:26])[F:28])[CH:20]=2)[CH2:14]1. The catalyst class is: 1. (2) Reactant: C1(N=C=NC2CCCCC2)CCCCC1.OC1C2N=NNC=2C=CC=1.C(N(CC)CC)C.[CH2:33]([O:53][CH:54]([CH2:58][CH3:59])[C:55]([OH:57])=O)[CH2:34][CH2:35][CH2:36]/[CH:37]=[CH:38]\[CH2:39]/[CH:40]=[CH:41]\[CH2:42]/[CH:43]=[CH:44]\[CH2:45]/[CH:46]=[CH:47]\[CH2:48]/[CH:49]=[CH:50]\[CH2:51][CH3:52].Cl.[CH2:61]([O:63][C:64](=[O:71])[C@H:65]([CH2:67][CH:68]([CH3:70])[CH3:69])[NH2:66])[CH3:62]. Product: [CH2:33]([O:53][CH:54]([CH2:58][CH3:59])[C:55]([NH:66][C@@H:65]([CH2:67][CH:68]([CH3:69])[CH3:70])[C:64]([O:63][CH2:61][CH3:62])=[O:71])=[O:57])[CH2:34][CH2:35][CH2:36]/[CH:37]=[CH:38]\[CH2:39]/[CH:40]=[CH:41]\[CH2:42]/[CH:43]=[CH:44]\[CH2:45]/[CH:46]=[CH:47]\[CH2:48]/[CH:49]=[CH:50]\[CH2:51][CH3:52]. The catalyst class is: 7. (3) Reactant: C[O:2][C:3]([C:5]1[CH:6]=[CH:7][C:8]2[S:13][CH2:12][C:11](=[O:14])[NH:10][C:9]=2[CH:15]=1)=[O:4].[OH-].[Na+].O. Product: [O:14]=[C:11]1[NH:10][C:9]2[CH:15]=[C:5]([C:3]([OH:4])=[O:2])[CH:6]=[CH:7][C:8]=2[S:13][CH2:12]1. The catalyst class is: 7. (4) Reactant: [Cl:1][C:2]1[CH:7]=[CH:6][C:5]([CH:8]([C:38]2[CH:43]=[CH:42][C:41]([Cl:44])=[CH:40][CH:39]=2)[N:9]2[CH2:12][C:11](=[C:13]([S:34]([CH3:37])(=[O:36])=[O:35])[C:14]3[CH:19]=[CH:18][CH:17]=[C:16]([C:20](OC4C(F)=C(F)C(F)=C(F)C=4F)=[O:21])[CH:15]=3)[CH2:10]2)=[CH:4][CH:3]=1.[NH2:45][N:46]1[CH2:51][CH2:50][CH2:49][CH2:48][CH2:47]1. Product: [Cl:44][C:41]1[CH:42]=[CH:43][C:38]([CH:8]([C:5]2[CH:4]=[CH:3][C:2]([Cl:1])=[CH:7][CH:6]=2)[N:9]2[CH2:12][C:11](=[C:13]([S:34]([CH3:37])(=[O:35])=[O:36])[C:14]3[CH:19]=[CH:18][CH:17]=[C:16]([C:20](=[O:21])[NH:45][N:46]4[CH2:51][CH2:50][CH2:49][CH2:48][CH2:47]4)[CH:15]=3)[CH2:10]2)=[CH:39][CH:40]=1. The catalyst class is: 42. (5) Reactant: [H-].[Na+].[CH3:3][N:4]1[C:8]([CH2:9][OH:10])=[N:7][CH:6]=[N:5]1.Cl[C:12]1[C:13]([N:29]2[CH2:33][CH2:32][CH2:31][CH2:30]2)=[CH:14][C:15]2[N:16]([C:18]([C:21]3[CH:26]=[CH:25][C:24]([F:27])=[CH:23][C:22]=3[F:28])=[N:19][N:20]=2)[N:17]=1. Product: [F:28][C:22]1[CH:23]=[C:24]([F:27])[CH:25]=[CH:26][C:21]=1[C:18]1[N:16]2[N:17]=[C:12]([O:10][CH2:9][C:8]3[N:4]([CH3:3])[N:5]=[CH:6][N:7]=3)[C:13]([N:29]3[CH2:33][CH2:32][CH2:31][CH2:30]3)=[CH:14][C:15]2=[N:20][N:19]=1. The catalyst class is: 3. (6) Reactant: [CH:1]([C:4]1[O:8][N:7]=[C:6]([N:9]2[CH2:14][CH2:13][N:12](C(OC(C)(C)C)=O)[CH2:11][CH2:10]2)[N:5]=1)([CH3:3])[CH3:2].Cl. Product: [CH:1]([C:4]1[O:8][N:7]=[C:6]([N:9]2[CH2:14][CH2:13][NH:12][CH2:11][CH2:10]2)[N:5]=1)([CH3:3])[CH3:2]. The catalyst class is: 13. (7) Reactant: [CH:1]([NH:4][CH:5]([CH3:7])C)([CH3:3])C.[CH2:8]([Li])CCC.[N+](C)([O-])=O.[CH:17]1[C:22]2C=C[CH2:25][CH2:26][CH2:27][C:21]=2[CH:20]=[CH:19][CH:18]=1. Product: [CH3:8][N:4]1[CH2:1][C@H:3]2[C:20]3[CH:19]=[CH:18][CH:17]=[CH:22][C:21]=3[CH2:27][CH2:26][CH2:25][C@H:7]2[CH2:5]1. The catalyst class is: 30.